From a dataset of Full USPTO retrosynthesis dataset with 1.9M reactions from patents (1976-2016). Predict the reactants needed to synthesize the given product. (1) Given the product [F:18][C:13]1[CH:12]=[CH:11][CH:10]=[C:9]([NH:8][C:7]2[N:16]=[C:3]([NH:44][C:43]3[CH:42]=[C:41]4[C:36]([CH2:37][CH2:38][CH2:39][N:40]4[C:45](=[O:52])[C@@H:46]4[CH2:50][CH2:49][CH2:48][N:47]4[CH3:51])=[CH:35][C:34]=3[O:33][CH3:32])[NH:4][C:5]3=[N:21][CH:20]=[CH:19][C:6]=23)[C:14]=1[C:15]([NH:54][CH3:53])=[O:17], predict the reactants needed to synthesize it. The reactants are: Cl.Cl[C:3]1[N:16]2[C:7](=[N:8][C:9]3[C:14]([C:15]2=[O:17])=[C:13]([F:18])[CH:12]=[CH:11][CH:10]=3)[C:6]2[CH:19]=[CH:20][N:21](S(C3C=CC(C)=CC=3)(=O)=O)[C:5]=2[N:4]=1.[CH3:32][O:33][C:34]1[CH:35]=[C:36]2[C:41](=[CH:42][C:43]=1[NH2:44])[N:40]([C:45](=[O:52])[C@@H:46]1[CH2:50][CH2:49][CH2:48][N:47]1[CH3:51])[CH2:39][CH2:38][CH2:37]2.[CH3:53][NH2:54].[OH-].[K+]. (2) Given the product [CH3:1][C:2]1[CH:3]=[CH:4][C:5]([CH2:6][CH:7]2[CH2:12][CH2:11][NH:10][CH2:9][CH2:8]2)=[CH:20][CH:21]=1, predict the reactants needed to synthesize it. The reactants are: [CH3:1][C:2]1[CH:21]=[CH:20][C:5]([CH2:6][CH:7]2[CH2:12][CH2:11][N:10](C(OC(C)(C)C)=O)[CH2:9][CH2:8]2)=[CH:4][CH:3]=1.